Dataset: Peptide-MHC class II binding affinity with 134,281 pairs from IEDB. Task: Regression. Given a peptide amino acid sequence and an MHC pseudo amino acid sequence, predict their binding affinity value. This is MHC class II binding data. (1) The peptide sequence is PFTVRYTTEGGTKGE. The MHC is DRB1_1201 with pseudo-sequence DRB1_1201. The binding affinity (normalized) is 0.0425. (2) The peptide sequence is KTAVQMAVFIHNFKR. The MHC is DRB4_0101 with pseudo-sequence DRB4_0103. The binding affinity (normalized) is 0.362.